This data is from Full USPTO retrosynthesis dataset with 1.9M reactions from patents (1976-2016). The task is: Predict the reactants needed to synthesize the given product. (1) Given the product [NH2:2][CH2:1][C:3]1[N:8]=[CH:7][C:6]([NH:9][C:10]2[CH:19]=[CH:18][C:13]([C:14]([O:16][CH3:17])=[O:15])=[CH:12][C:11]=2[C:20]([F:23])([F:21])[F:22])=[CH:5][CH:4]=1, predict the reactants needed to synthesize it. The reactants are: [C:1]([C:3]1[N:8]=[CH:7][C:6]([NH:9][C:10]2[CH:19]=[CH:18][C:13]([C:14]([O:16][CH3:17])=[O:15])=[CH:12][C:11]=2[C:20]([F:23])([F:22])[F:21])=[CH:5][CH:4]=1)#[N:2]. (2) The reactants are: O.Br[C:3]1[CH:8]=[CH:7][C:6]([CH2:9][C:10]#[N:11])=[CH:5][C:4]=1[F:12].C(=O)([O-])[O-].[Na+].[Na+].[C:19]1(B(O)O)[CH:24]=[CH:23][CH:22]=[CH:21][CH:20]=1. Given the product [F:12][C:4]1[CH:5]=[C:6]([CH2:9][C:10]#[N:11])[CH:7]=[CH:8][C:3]=1[C:19]1[CH:24]=[CH:23][CH:22]=[CH:21][CH:20]=1, predict the reactants needed to synthesize it.